Dataset: Forward reaction prediction with 1.9M reactions from USPTO patents (1976-2016). Task: Predict the product of the given reaction. (1) Given the reactants Br[C:2]1[N:7]=[C:6]([N:8]([CH2:16][CH:17]2[CH2:22][CH2:21][O:20][C:19]([CH3:24])([CH3:23])[CH2:18]2)[C:9](=[O:15])[O:10][C:11]([CH3:14])([CH3:13])[CH3:12])[CH:5]=[CH:4][C:3]=1[Cl:25].[Cl:26][C:27]1[C:28](B(O)O)=[CH:29][C:30]([F:33])=[N:31][CH:32]=1.C(=O)([O-])[O-].[Na+].[Na+], predict the reaction product. The product is: [C:11]([O:10][C:9](=[O:15])[N:8]([C:6]1[N:7]=[C:2]([C:28]2[C:27]([Cl:26])=[CH:32][N:31]=[C:30]([F:33])[CH:29]=2)[C:3]([Cl:25])=[CH:4][CH:5]=1)[CH2:16][CH:17]1[CH2:22][CH2:21][O:20][C:19]([CH3:24])([CH3:23])[CH2:18]1)([CH3:14])([CH3:13])[CH3:12]. (2) Given the reactants [ClH:1].[CH3:2][N:3]1[C:7]2[CH2:8][CH2:9][N:10](C(OC(C)(C)C)=O)[CH2:11][CH2:12][C:6]=2[C:5]2[CH:20]=[CH:21][C:22]([N:24]3[CH:29]=[CH:28][C:27]([C:30]4[CH:31]=[N:32][C:33]([C:36]([F:39])([F:38])[F:37])=[CH:34][CH:35]=4)=[CH:26][C:25]3=[O:40])=[N:23][C:4]1=2, predict the reaction product. The product is: [ClH:1].[CH3:2][N:3]1[C:7]2[CH2:8][CH2:9][NH:10][CH2:11][CH2:12][C:6]=2[C:5]2[CH:20]=[CH:21][C:22]([N:24]3[CH:29]=[CH:28][C:27]([C:30]4[CH:31]=[N:32][C:33]([C:36]([F:39])([F:38])[F:37])=[CH:34][CH:35]=4)=[CH:26][C:25]3=[O:40])=[N:23][C:4]1=2. (3) The product is: [Cl:1][C:2]1[C:6]([N:7]([CH2:8][CH2:9][CH2:10][S:11][CH3:12])[C:25](=[O:27])[CH3:26])=[CH:5][N:4]([C:13]2[CH:14]=[N:15][CH:16]=[CH:17][CH:18]=2)[N:3]=1. Given the reactants [Cl:1][C:2]1[C:6]([NH:7][CH2:8][CH2:9][CH2:10][S:11][CH3:12])=[CH:5][N:4]([C:13]2[CH:14]=[N:15][CH:16]=[CH:17][CH:18]=2)[N:3]=1.N1C=CC=CC=1.[C:25](OC(=O)C)(=[O:27])[CH3:26].O, predict the reaction product.